Dataset: Full USPTO retrosynthesis dataset with 1.9M reactions from patents (1976-2016). Task: Predict the reactants needed to synthesize the given product. (1) Given the product [Br:1][CH2:8][CH2:9][NH:10][C:11](=[O:17])[O:12][C:13]([CH3:16])([CH3:15])[CH3:14], predict the reactants needed to synthesize it. The reactants are: [Br-:1].[Li+].CS(O[CH2:8][CH2:9][NH:10][C:11](=[O:17])[O:12][C:13]([CH3:16])([CH3:15])[CH3:14])(=O)=O. (2) The reactants are: O[C:2]1([C:15]2[CH:20]=[CH:19][CH:18]=[CH:17][CH:16]=2)[N:7]([CH2:8][CH:9]([CH3:11])[CH3:10])[C:6](=[O:12])[CH2:5][C:4]([CH3:14])([CH3:13])[CH2:3]1.C1(C)C=CC(S(O)(=O)=O)=CC=1. Given the product [CH2:8]([N:7]1[C:2]([C:15]2[CH:20]=[CH:19][CH:18]=[CH:17][CH:16]=2)=[CH:3][C:4]([CH3:13])([CH3:14])[CH2:5][C:6]1=[O:12])[CH:9]([CH3:11])[CH3:10], predict the reactants needed to synthesize it. (3) Given the product [Br:1][C:2]1[CH:7]=[CH:6][C:5]([N:8]2[C:12](=[O:13])[N:11]([CH2:15][N:16]3[CH2:21][CH2:20][N:19]([CH3:22])[CH2:18][CH2:17]3)[N:10]=[CH:9]2)=[C:4]([F:14])[CH:3]=1, predict the reactants needed to synthesize it. The reactants are: [Br:1][C:2]1[CH:7]=[CH:6][C:5]([N:8]2[C:12](=[O:13])[NH:11][N:10]=[CH:9]2)=[C:4]([F:14])[CH:3]=1.[CH3:15][N:16]1[CH2:21][CH2:20][NH:19][CH2:18][CH2:17]1.[CH2:22]=O. (4) Given the product [F:15][C:2]([F:1])([C:8]1[CH:13]=[CH:12][C:11]([F:14])=[CH:10][N:9]=1)[CH2:3][OH:4], predict the reactants needed to synthesize it. The reactants are: [F:1][C:2]([F:15])([C:8]1[CH:13]=[CH:12][C:11]([F:14])=[CH:10][N:9]=1)[C:3](OCC)=[O:4].[BH4-].[Na+]. (5) The reactants are: [CH2:1]([O:3][C:4]([CH2:6][O:7][C@@H:8]1[CH2:12][CH2:11][N:10](C(OC(C)(C)C)=O)[CH2:9]1)=[O:5])[CH3:2].[ClH:20]. Given the product [ClH:20].[NH:10]1[CH2:11][CH2:12][C@@H:8]([O:7][CH2:6][C:4]([O:3][CH2:1][CH3:2])=[O:5])[CH2:9]1, predict the reactants needed to synthesize it.